Task: Predict the reactants needed to synthesize the given product.. Dataset: Full USPTO retrosynthesis dataset with 1.9M reactions from patents (1976-2016) (1) Given the product [F:17][C:3]1[CH:4]=[C:5]([CH:15]=[CH:16][C:2]=1[C:23]#[C:22][Si:19]([CH3:21])([CH3:20])[CH3:18])[CH2:6][N:7]1[CH2:10][CH:9]([C:11]([O:13][CH3:14])=[O:12])[CH2:8]1, predict the reactants needed to synthesize it. The reactants are: Br[C:2]1[CH:16]=[CH:15][C:5]([CH2:6][N:7]2[CH2:10][CH:9]([C:11]([O:13][CH3:14])=[O:12])[CH2:8]2)=[CH:4][C:3]=1[F:17].[CH3:18][Si:19]([C:22]#[CH:23])([CH3:21])[CH3:20].CCN(C(C)C)C(C)C. (2) Given the product [Cl:15][C:16]1[S:20][C:19]([C:21]([NH:23][CH2:24][C@H:25]([OH:26])[CH2:27][NH:1][C:2]2[CH:3]=[CH:4][C:5]([N:8]3[CH2:13][CH2:12][O:11][CH2:10][C:9]3=[O:14])=[CH:6][CH:7]=2)=[O:22])=[CH:18][CH:17]=1, predict the reactants needed to synthesize it. The reactants are: [NH2:1][C:2]1[CH:7]=[CH:6][C:5]([N:8]2[CH2:13][CH2:12][O:11][CH2:10][C:9]2=[O:14])=[CH:4][CH:3]=1.[Cl:15][C:16]1[S:20][C:19]([C:21]([NH:23][CH2:24][C@H:25]2[CH2:27][O:26]2)=[O:22])=[CH:18][CH:17]=1.